This data is from Full USPTO retrosynthesis dataset with 1.9M reactions from patents (1976-2016). The task is: Predict the reactants needed to synthesize the given product. (1) The reactants are: O.[OH-].[Li+].[C:4]([C:6]1[CH:7]=[C:8]([C:13]2[N:17]([C:18]3[CH:23]=[CH:22][CH:21]=[C:20]([C:24]#[N:25])[CH:19]=3)[N:16]=[C:15]([C:26]([O:28]CC)=[O:27])[CH:14]=2)[CH:9]=[C:10]([F:12])[CH:11]=1)#[N:5].Cl. Given the product [C:4]([C:6]1[CH:7]=[C:8]([C:13]2[N:17]([C:18]3[CH:23]=[CH:22][CH:21]=[C:20]([C:24]#[N:25])[CH:19]=3)[N:16]=[C:15]([C:26]([OH:28])=[O:27])[CH:14]=2)[CH:9]=[C:10]([F:12])[CH:11]=1)#[N:5], predict the reactants needed to synthesize it. (2) Given the product [CH3:7][C:8]([CH3:21])([CH2:13][O:14][CH:15]1[CH2:20][CH2:19][CH2:18][CH2:17][O:16]1)[CH2:9][OH:10], predict the reactants needed to synthesize it. The reactants are: [H-].[H-].[H-].[H-].[Li+].[Al+3].[CH3:7][C:8]([CH3:21])([CH2:13][O:14][CH:15]1[CH2:20][CH2:19][CH2:18][CH2:17][O:16]1)[C:9](OC)=[O:10].O.[OH-].[Na+]. (3) Given the product [Si:1]([O:8][CH2:9][CH2:10][C:11]1[N:19]([S:20]([C:23]2[CH:28]=[CH:27][CH:26]=[CH:25][CH:24]=2)(=[O:22])=[O:21])[C:18]2[C:13](=[N:14][C:15]([N:30]([C:39]([O:41][C:42]([CH3:45])([CH3:44])[CH3:43])=[O:40])[NH:31][C:32]([O:34][C:35]([CH3:36])([CH3:37])[CH3:38])=[O:33])=[CH:16][CH:17]=2)[CH:12]=1)([C:4]([CH3:7])([CH3:6])[CH3:5])([CH3:3])[CH3:2], predict the reactants needed to synthesize it. The reactants are: [Si:1]([O:8][CH2:9][CH2:10][C:11]1[N:19]([S:20]([C:23]2[CH:28]=[CH:27][CH:26]=[CH:25][CH:24]=2)(=[O:22])=[O:21])[C:18]2[C:13](=[N:14][C:15](Cl)=[CH:16][CH:17]=2)[CH:12]=1)([C:4]([CH3:7])([CH3:6])[CH3:5])([CH3:3])[CH3:2].[NH:30]([C:39]([O:41][C:42]([CH3:45])([CH3:44])[CH3:43])=[O:40])[NH:31][C:32]([O:34][C:35]([CH3:38])([CH3:37])[CH3:36])=[O:33].C([O-])([O-])=O.[Cs+].[Cs+]. (4) Given the product [CH3:1][N:2]([CH3:32])[CH2:3][CH2:4][N:5]1[C:6]2[CH:11]=[CH:10][C:9]([NH:12][C:13]([NH:15][C:16]3[CH:21]=[CH:20][C:19]([O:22][C:23]4[CH:28]=[CH:27][CH:26]=[CH:25][CH:24]=4)=[CH:18][CH:17]=3)=[O:14])=[CH:8][C:7]=2[N:29]=[CH:35]1, predict the reactants needed to synthesize it. The reactants are: [CH3:1][N:2]([CH3:32])[CH2:3][CH2:4][NH:5][C:6]1[CH:11]=[CH:10][C:9]([NH:12][C:13]([NH:15][C:16]2[CH:21]=[CH:20][C:19]([O:22][C:23]3[CH:28]=[CH:27][CH:26]=[CH:25][CH:24]=3)=[CH:18][CH:17]=2)=[O:14])=[CH:8][C:7]=1[N+:29]([O-])=O.Cl.Cl[CH2:35]Cl. (5) Given the product [Br:35][C:22]1[O:21][C:20]([CH:7]([O:8][C:9]2[C:10]([F:19])=[C:11]([C:12]([F:15])=[CH:13][CH:14]=2)[C:16]([NH2:17])=[O:18])[CH:6]([OH:36])[CH2:5][OH:4])=[N:24][C:23]=1[C:25]1[CH:26]=[CH:27][C:28]([C:31]([F:32])([F:33])[F:34])=[CH:29][CH:30]=1, predict the reactants needed to synthesize it. The reactants are: C([O:4][CH2:5][CH:6]([O:36]C(=O)C)[CH:7]([C:20]1[O:21][C:22]([Br:35])=[C:23]([C:25]2[CH:30]=[CH:29][C:28]([C:31]([F:34])([F:33])[F:32])=[CH:27][CH:26]=2)[N:24]=1)[O:8][C:9]1[CH:14]=[CH:13][C:12]([F:15])=[C:11]([C:16](=[O:18])[NH2:17])[C:10]=1[F:19])(=O)C.C([O-])([O-])=O.[K+].[K+]. (6) Given the product [Br:1][C:2]1[CH:10]=[C:9]2[C:5]([CH2:6][N:7]([C@@H:12]([CH2:17][O:24][CH3:23])[C:13]([O:15][CH3:16])=[O:14])[C:8]2=[O:11])=[CH:4][CH:3]=1, predict the reactants needed to synthesize it. The reactants are: [Br:1][C:2]1[CH:10]=[C:9]2[C:5]([CH2:6][N:7]([C@H:12]([CH:17](C)C)[C:13]([O:15][CH3:16])=[O:14])[C:8]2=[O:11])=[CH:4][CH:3]=1.Cl.NC(C(C)C)[C:23](OC)=[O:24]. (7) Given the product [Cl:26][C:17]1[N:16]=[CH:15][N:14]=[C:13]2[C:9]3[C:10](=[N:19][C:6]([N:1]4[CH2:5][CH2:4][CH2:3][CH2:2]4)=[C:7]4[CH2:23][O:22][CH2:21][CH2:20][C:8]=34)[S:11][C:12]=12, predict the reactants needed to synthesize it. The reactants are: [N:1]1([C:6]2[N:19]=[C:10]3[S:11][C:12]4[C:17](=O)[NH:16][CH:15]=[N:14][C:13]=4[C:9]3=[C:8]3[CH2:20][CH2:21][O:22][CH2:23][C:7]=23)[CH2:5][CH2:4][CH2:3][CH2:2]1.P(Cl)(Cl)([Cl:26])=O. (8) Given the product [F:1][C:2]1[CH:7]=[CH:6][C:5]([C:8]2[CH:13]=[CH:12][CH:11]=[CH:10][CH:9]=2)=[C:4]([CH2:14][OH:15])[CH:3]=1, predict the reactants needed to synthesize it. The reactants are: [F:1][C:2]1[CH:3]=[C:4]([C:14](OC)=[O:15])[C:5]([C:8]2[CH:13]=[CH:12][CH:11]=[CH:10][CH:9]=2)=[CH:6][CH:7]=1.[H-].[Al+3].[Li+].[H-].[H-].[H-]. (9) The reactants are: [NH:1]1[CH:5]=[CH:4][N:3]=[C:2]1[C:6]1[CH:7]=[CH:8][C:9]([CH3:22])=[C:10]([NH:12][C:13](=[O:21])[C:14]2[CH:19]=[CH:18][C:17]([OH:20])=[CH:16][CH:15]=2)[CH:11]=1.[CH3:23][O:24][C:25]1[CH:26]=[CH:27][C:28]([CH2:31]O)=[N:29][CH:30]=1.C1(P(C2C=CC=CC=2)C2C=CC=CC=2)C=CC=CC=1.N(/C(OC(C)C)=O)=N\C(OC(C)C)=O. Given the product [NH:1]1[CH:5]=[CH:4][N:3]=[C:2]1[C:6]1[CH:7]=[CH:8][C:9]([CH3:22])=[C:10]([NH:12][C:13](=[O:21])[C:14]2[CH:19]=[CH:18][C:17]([O:20][CH2:31][C:28]3[CH:27]=[CH:26][C:25]([O:24][CH3:23])=[CH:30][N:29]=3)=[CH:16][CH:15]=2)[CH:11]=1, predict the reactants needed to synthesize it.